From a dataset of Forward reaction prediction with 1.9M reactions from USPTO patents (1976-2016). Predict the product of the given reaction. (1) Given the reactants [C:1]([O:5][C:6]([N:8]1[CH2:13][CH2:12][N:11]([CH:14]([C:22]#N)[CH2:15][CH:16]2[CH2:21][CH2:20][CH2:19][CH2:18][CH2:17]2)[CH2:10][CH2:9]1)=[O:7])([CH3:4])([CH3:3])[CH3:2].[CH:24]1(C[Mg]Br)[CH2:29][CH2:28][CH2:27][CH2:26][CH2:25]1, predict the reaction product. The product is: [C:1]([O:5][C:6]([N:8]1[CH2:9][CH2:10][N:11]([CH:14]([CH2:15][CH:16]2[CH2:21][CH2:20][CH2:19][CH2:18][CH2:17]2)[CH2:22][CH:24]2[CH2:29][CH2:28][CH2:27][CH2:26][CH2:25]2)[CH2:12][CH2:13]1)=[O:7])([CH3:4])([CH3:3])[CH3:2]. (2) Given the reactants C(OC([N:8]1[C:16]2[C:11](=[CH:12][CH:13]=[C:14]([Cl:17])[CH:15]=2)/[C:10](=[CH:18]/[C:19]2[CH:24]=[CH:23][CH:22]=[C:21]([Cl:25])[CH:20]=2)/[C:9]1=[O:26])=O)(C)(C)C.[Br:27][C:28]1[CH:29]=[CH:30][C:31]([O:43][CH:44]2[CH2:49][CH2:48][O:47][CH2:46][CH2:45]2)=[C:32]([CH:34]=[N:35][C:36]([O:38][Si](C)(C)C)=[CH2:37])[CH:33]=1, predict the reaction product. The product is: [Br:27][C:28]1[CH:29]=[CH:30][C:31]([O:43][CH:44]2[CH2:45][CH2:46][O:47][CH2:48][CH2:49]2)=[C:32]([CH:34]2[C:10]3([C:11]4[C:16](=[CH:15][C:14]([Cl:17])=[CH:13][CH:12]=4)[NH:8][C:9]3=[O:26])[CH:18]([C:19]3[CH:24]=[CH:23][CH:22]=[C:21]([Cl:25])[CH:20]=3)[CH2:37][C:36](=[O:38])[NH:35]2)[CH:33]=1. (3) Given the reactants [CH3:1][O:2][C:3](=[O:7])[C:4](Cl)=[O:5].[CH3:8][O:9][C:10]1[CH:19]=[C:18]([O:20][CH3:21])[CH:17]=[C:16]2[C:11]=1[C:12](=[O:35])[NH:13][C:14]([C:22]1[C:27]([NH:28][CH:29]3[CH2:34][CH2:33][NH:32][CH2:31][CH2:30]3)=[CH:26][CH:25]=[CH:24][N:23]=1)=[N:15]2.C(N(CC)CC)C, predict the reaction product. The product is: [CH3:1][O:2][C:3](=[O:7])[C:4]([N:32]1[CH2:31][CH2:30][CH:29]([NH:28][C:27]2[C:22]([C:14]3[NH:13][C:12](=[O:35])[C:11]4[C:16](=[CH:17][C:18]([O:20][CH3:21])=[CH:19][C:10]=4[O:9][CH3:8])[N:15]=3)=[N:23][CH:24]=[CH:25][CH:26]=2)[CH2:34][CH2:33]1)=[O:5]. (4) Given the reactants [C:1](OC(=O)C)(=[O:3])[CH3:2].[NH:8]([C:10]([CH:12]1[CH2:16][N:15]([C:17]2[CH:18]=[N:19][N:20]3[CH2:25][C@H:24]([CH3:26])[N:23]([C:27]([O:29][C:30]([CH3:33])([CH3:32])[CH3:31])=[O:28])[CH2:22][C:21]=23)[C:14](=[O:34])[CH2:13]1)=[O:11])[NH2:9], predict the reaction product. The product is: [C:1]([NH:9][NH:8][C:10]([CH:12]1[CH2:16][N:15]([C:17]2[CH:18]=[N:19][N:20]3[CH2:25][C@H:24]([CH3:26])[N:23]([C:27]([O:29][C:30]([CH3:33])([CH3:32])[CH3:31])=[O:28])[CH2:22][C:21]=23)[C:14](=[O:34])[CH2:13]1)=[O:11])(=[O:3])[CH3:2]. (5) Given the reactants [Cl:1][C:2]1[CH:7]=[C:6]([Cl:8])[CH:5]=[CH:4][C:3]=1[C@H:9]1[C:14]([C:15]([O:17][C@H:18]([CH3:25])[C:19]([O:21][CH:22]([CH3:24])[CH3:23])=[O:20])=[O:16])=[C:13]([CH2:26]Br)[NH:12][C:11]([C:28]2[S:29][CH:30]=[CH:31][N:32]=2)=[N:10]1.[NH:33]1[CH2:38][CH2:37][O:36][CH2:35][C@H:34]1[C:39]([OH:41])=[O:40].C(=O)([O-])[O-].[K+].[K+], predict the reaction product. The product is: [Cl:1][C:2]1[CH:7]=[C:6]([Cl:8])[CH:5]=[CH:4][C:3]=1[C@@H:9]1[N:10]=[C:11]([C:28]2[S:29][CH:30]=[CH:31][N:32]=2)[NH:12][C:13]([CH2:26][N:33]2[CH2:38][CH2:37][O:36][CH2:35][C@H:34]2[C:39]([OH:41])=[O:40])=[C:14]1[C:15]([O:17][C@H:18]([CH3:25])[C:19]([O:21][CH:22]([CH3:24])[CH3:23])=[O:20])=[O:16]. (6) Given the reactants [Br:1][C:2]1[CH:3]=[C:4]([SH:8])[CH:5]=[CH:6][CH:7]=1.[H-].[Na+].Br[CH2:12][CH2:13][CH2:14][C:15]([O:17][CH2:18][CH3:19])=[O:16], predict the reaction product. The product is: [Br:1][C:2]1[CH:3]=[C:4]([S:8][CH2:12][CH2:13][CH2:14][C:15]([O:17][CH2:18][CH3:19])=[O:16])[CH:5]=[CH:6][CH:7]=1. (7) Given the reactants [Br:1][C:2]1[CH:3]=[C:4]([NH:12][CH:13]([CH2:15][CH3:16])[CH3:14])[C:5]([CH3:11])=[C:6]([CH:10]=1)[C:7]([OH:9])=O.C(Cl)CCl.C1C=CC2N(O)N=NC=2C=1.CN1CCOCC1.Cl.[NH2:39][CH2:40][C:41]1[C:42](=[O:49])[NH:43][C:44]([CH3:48])=[CH:45][C:46]=1[CH3:47], predict the reaction product. The product is: [Br:1][C:2]1[CH:3]=[C:4]([NH:12][CH:13]([CH2:15][CH3:16])[CH3:14])[C:5]([CH3:11])=[C:6]([CH:10]=1)[C:7]([NH:39][CH2:40][C:41]1[C:42](=[O:49])[NH:43][C:44]([CH3:48])=[CH:45][C:46]=1[CH3:47])=[O:9]. (8) Given the reactants [I:1][C:2]1[CH:3]=[C:4]([OH:8])[CH:5]=[CH:6][CH:7]=1.Br[C:10]1([C:14]([O:16][CH2:17][CH3:18])=[O:15])[CH2:13][CH2:12][CH2:11]1.C([O-])([O-])=O.[Cs+].[Cs+].C1(O)C=CC=CC=1, predict the reaction product. The product is: [I:1][C:2]1[CH:3]=[C:4]([CH:5]=[CH:6][CH:7]=1)[O:8][C:10]1([C:14]([O:16][CH2:17][CH3:18])=[O:15])[CH2:13][CH2:12][CH2:11]1.